The task is: Predict the reactants needed to synthesize the given product.. This data is from Full USPTO retrosynthesis dataset with 1.9M reactions from patents (1976-2016). The reactants are: [F:1][C:2]1[CH:7]=[CH:6][C:5]([NH:8][C:9](=[O:17])[CH2:10][C:11]2[O:12][C:13]([CH3:16])=[CH:14][CH:15]=2)=[CH:4][CH:3]=1.[O:18]=[C:19]1[CH:23]=[CH:22][C:21](=[O:24])[N:20]1[C:25]1[CH:32]=[CH:31][C:28]([C:29]#[N:30])=[C:27]([C:33](F)(F)F)[CH:26]=1.[CH:37]1[CH:42]=CC=C[CH:38]=1. Given the product [C:29]([C:28]1[C:27]2[C:26](=[CH:38][CH:37]=[CH:42][CH:33]=2)[C:25]([N:20]2[C:21](=[O:24])[CH:22]3[CH:23]([C:13]4([CH3:16])[O:12][C:11]3([CH2:10][C:9]([NH:8][C:5]3[CH:6]=[CH:7][C:2]([F:1])=[CH:3][CH:4]=3)=[O:17])[CH2:15][CH2:14]4)[C:19]2=[O:18])=[CH:32][CH:31]=1)#[N:30], predict the reactants needed to synthesize it.